This data is from NCI-60 drug combinations with 297,098 pairs across 59 cell lines. The task is: Regression. Given two drug SMILES strings and cell line genomic features, predict the synergy score measuring deviation from expected non-interaction effect. (1) Drug 1: CNC(=O)C1=CC=CC=C1SC2=CC3=C(C=C2)C(=NN3)C=CC4=CC=CC=N4. Drug 2: COC1=C(C=C2C(=C1)N=CN=C2NC3=CC(=C(C=C3)F)Cl)OCCCN4CCOCC4. Cell line: SF-268. Synergy scores: CSS=18.0, Synergy_ZIP=-3.10, Synergy_Bliss=1.01, Synergy_Loewe=-0.172, Synergy_HSA=0.0215. (2) Drug 1: CCC1(CC2CC(C3=C(CCN(C2)C1)C4=CC=CC=C4N3)(C5=C(C=C6C(=C5)C78CCN9C7C(C=CC9)(C(C(C8N6C=O)(C(=O)OC)O)OC(=O)C)CC)OC)C(=O)OC)O.OS(=O)(=O)O. Drug 2: CC1=C(C(CCC1)(C)C)C=CC(=CC=CC(=CC(=O)O)C)C. Cell line: SK-MEL-5. Synergy scores: CSS=20.6, Synergy_ZIP=1.55, Synergy_Bliss=3.01, Synergy_Loewe=-44.0, Synergy_HSA=1.51. (3) Drug 1: CN1CCC(CC1)COC2=C(C=C3C(=C2)N=CN=C3NC4=C(C=C(C=C4)Br)F)OC. Drug 2: CC1=C(C(=O)C2=C(C1=O)N3CC4C(C3(C2COC(=O)N)OC)N4)N. Cell line: RXF 393. Synergy scores: CSS=14.0, Synergy_ZIP=10.7, Synergy_Bliss=13.3, Synergy_Loewe=7.60, Synergy_HSA=10.6.